This data is from Reaction yield outcomes from USPTO patents with 853,638 reactions. The task is: Predict the reaction yield, written as a fraction of the theoretical maximum amount of product (1.0 means a 100% yield; for example, 0.34 means a 34% yield). (1) The yield is 0.780. The reactants are [C:1]1([CH:7]([N:14]2[CH2:19][CH2:18][NH:17][CH2:16][CH2:15]2)[C:8]2[CH:13]=[CH:12][CH:11]=[CH:10][CH:9]=2)[CH:6]=[CH:5][CH:4]=[CH:3][CH:2]=1.Br[CH2:21][C:22]([O:24][CH2:25][CH3:26])=[O:23].C([O-])([O-])=O.[K+].[K+]. The catalyst is C(#N)C. The product is [CH2:25]([O:24][C:22](=[O:23])[CH2:21][N:17]1[CH2:16][CH2:15][N:14]([CH:7]([C:8]2[CH:13]=[CH:12][CH:11]=[CH:10][CH:9]=2)[C:1]2[CH:6]=[CH:5][CH:4]=[CH:3][CH:2]=2)[CH2:19][CH2:18]1)[CH3:26]. (2) The reactants are Br[C:2]1[N:6]([CH2:7][CH:8]2[CH2:13][CH2:12][CH2:11][CH2:10][CH2:9]2)[C:5]([CH3:14])=[C:4]([C:15]([NH:17][CH:18]2[CH2:23][CH2:22][O:21][CH2:20][CH2:19]2)=[O:16])[CH:3]=1.[C:24]([C:28]1[CH:33]=[C:32](B2OC(C)(C)C(C)(C)O2)[CH:31]=[CH:30][C:29]=1[OH:43])([CH3:27])([CH3:26])[CH3:25].C([O-])([O-])=O.[Cs+].[Cs+]. The catalyst is O1CCOCC1.O.C1C=CC(P(C2C=CC=CC=2)[C-]2C=CC=C2)=CC=1.C1C=CC(P(C2C=CC=CC=2)[C-]2C=CC=C2)=CC=1.Cl[Pd]Cl.[Fe+2]. The product is [C:24]([C:28]1[CH:33]=[C:32]([C:2]2[N:6]([CH2:7][CH:8]3[CH2:13][CH2:12][CH2:11][CH2:10][CH2:9]3)[C:5]([CH3:14])=[C:4]([C:15]([NH:17][CH:18]3[CH2:23][CH2:22][O:21][CH2:20][CH2:19]3)=[O:16])[CH:3]=2)[CH:31]=[CH:30][C:29]=1[OH:43])([CH3:27])([CH3:25])[CH3:26]. The yield is 0.560.